This data is from NCI-60 drug combinations with 297,098 pairs across 59 cell lines. The task is: Regression. Given two drug SMILES strings and cell line genomic features, predict the synergy score measuring deviation from expected non-interaction effect. (1) Drug 1: CCC1=C2CN3C(=CC4=C(C3=O)COC(=O)C4(CC)O)C2=NC5=C1C=C(C=C5)O. Drug 2: C1=CC=C(C=C1)NC(=O)CCCCCCC(=O)NO. Cell line: NCI-H322M. Synergy scores: CSS=7.71, Synergy_ZIP=2.92, Synergy_Bliss=5.49, Synergy_Loewe=-4.83, Synergy_HSA=4.81. (2) Drug 1: C1=CN(C=N1)CC(O)(P(=O)(O)O)P(=O)(O)O. Drug 2: C1CN1C2=NC(=NC(=N2)N3CC3)N4CC4. Cell line: SK-OV-3. Synergy scores: CSS=20.9, Synergy_ZIP=-7.53, Synergy_Bliss=-2.82, Synergy_Loewe=-1.53, Synergy_HSA=-1.39. (3) Drug 1: CC1C(C(CC(O1)OC2CC(OC(C2O)C)OC3=CC4=CC5=C(C(=O)C(C(C5)C(C(=O)C(C(C)O)O)OC)OC6CC(C(C(O6)C)O)OC7CC(C(C(O7)C)O)OC8CC(C(C(O8)C)O)(C)O)C(=C4C(=C3C)O)O)O)O. Drug 2: C1=NNC2=C1C(=O)NC=N2. Cell line: HT29. Synergy scores: CSS=17.6, Synergy_ZIP=3.37, Synergy_Bliss=2.44, Synergy_Loewe=-1.68, Synergy_HSA=-1.49. (4) Drug 2: C1=NC2=C(N=C(N=C2N1C3C(C(C(O3)CO)O)F)Cl)N. Drug 1: CCC(=C(C1=CC=CC=C1)C2=CC=C(C=C2)OCCN(C)C)C3=CC=CC=C3.C(C(=O)O)C(CC(=O)O)(C(=O)O)O. Synergy scores: CSS=-5.16, Synergy_ZIP=3.15, Synergy_Bliss=2.42, Synergy_Loewe=-2.44, Synergy_HSA=-3.17. Cell line: LOX IMVI. (5) Drug 1: CNC(=O)C1=CC=CC=C1SC2=CC3=C(C=C2)C(=NN3)C=CC4=CC=CC=N4. Drug 2: C1=CC(=CC=C1CC(C(=O)O)N)N(CCCl)CCCl.Cl. Cell line: HCT-15. Synergy scores: CSS=24.7, Synergy_ZIP=-3.97, Synergy_Bliss=-1.16, Synergy_Loewe=-6.62, Synergy_HSA=-5.00. (6) Drug 1: CC1=CC2C(CCC3(C2CCC3(C(=O)C)OC(=O)C)C)C4(C1=CC(=O)CC4)C. Drug 2: C1=CC(=CC=C1C#N)C(C2=CC=C(C=C2)C#N)N3C=NC=N3. Cell line: NCI/ADR-RES. Synergy scores: CSS=3.38, Synergy_ZIP=-0.909, Synergy_Bliss=-0.409, Synergy_Loewe=0.0581, Synergy_HSA=-0.545. (7) Drug 1: C1=NC2=C(N=C(N=C2N1C3C(C(C(O3)CO)O)O)F)N. Drug 2: COCCOC1=C(C=C2C(=C1)C(=NC=N2)NC3=CC=CC(=C3)C#C)OCCOC.Cl. Cell line: OVCAR-4. Synergy scores: CSS=0.912, Synergy_ZIP=1.64, Synergy_Bliss=4.05, Synergy_Loewe=-1.17, Synergy_HSA=-0.998. (8) Drug 1: C1=C(C(=O)NC(=O)N1)N(CCCl)CCCl. Drug 2: CN(CCCl)CCCl.Cl. Cell line: OVCAR-5. Synergy scores: CSS=6.77, Synergy_ZIP=-6.15, Synergy_Bliss=-3.89, Synergy_Loewe=-7.16, Synergy_HSA=-4.73. (9) Drug 1: C1C(C(OC1N2C=NC3=C(N=C(N=C32)Cl)N)CO)O. Drug 2: C1=CC=C(C=C1)NC(=O)CCCCCCC(=O)NO. Cell line: 786-0. Synergy scores: CSS=2.81, Synergy_ZIP=-1.47, Synergy_Bliss=-1.36, Synergy_Loewe=-3.20, Synergy_HSA=-2.60. (10) Drug 2: CS(=O)(=O)OCCCCOS(=O)(=O)C. Drug 1: C1=NC(=NC(=O)N1C2C(C(C(O2)CO)O)O)N. Synergy scores: CSS=33.3, Synergy_ZIP=-4.45, Synergy_Bliss=-1.84, Synergy_Loewe=-16.2, Synergy_HSA=0.448. Cell line: HCC-2998.